From a dataset of Catalyst prediction with 721,799 reactions and 888 catalyst types from USPTO. Predict which catalyst facilitates the given reaction. (1) Reactant: [CH3:1][C:2]1([CH3:28])[O:7][C:6]2[CH:8]=[CH:9][C:10]([C@H:12]3[O:16][C:15](=[O:17])[N:14]([CH2:18][CH2:19][CH2:20][CH2:21][CH2:22][CH2:23][O:24][CH2:25][CH2:26][OH:27])[CH2:13]3)=[CH:11][C:5]=2[CH2:4][O:3]1.[H-].[Na+].[Br:31][C:32]1[CH:39]=[CH:38][C:35]([CH2:36]Br)=[CH:34][CH:33]=1.P([O-])([O-])([O-])=O. Product: [Br:31][C:32]1[CH:39]=[CH:38][C:35]([CH2:36][O:27][CH2:26][CH2:25][O:24][CH2:23][CH2:22][CH2:21][CH2:20][CH2:19][CH2:18][N:14]2[CH2:13][C@@H:12]([C:10]3[CH:9]=[CH:8][C:6]4[O:7][C:2]([CH3:28])([CH3:1])[O:3][CH2:4][C:5]=4[CH:11]=3)[O:16][C:15]2=[O:17])=[CH:34][CH:33]=1. The catalyst class is: 18. (2) Reactant: Br[C:2]1[CH:7]=[CH:6][C:5]([C@@H:8]([CH3:40])[CH2:9][O:10][C:11]([NH:13][C:14]2[CH:15]=[C:16]([F:39])[C:17]([O:33][C@@H:34]3[CH2:38][CH2:37][O:36][CH2:35]3)=[C:18]([CH:32]=2)[CH2:19][N:20]([CH3:31])[C:21](=[O:30])[O:22][CH2:23][C:24]2[CH:29]=[CH:28][CH:27]=[CH:26][CH:25]=2)=[O:12])=[C:4]([CH3:41])[CH:3]=1.CC1(C)C[O:47][B:46](B2OCC(C)(C)CO2)[O:45]C1.CC([O-])=O.[K+]. Product: [CH2:23]([O:22][C:21]([N:20]([CH2:19][C:18]1[CH:32]=[C:14]([NH:13][C:11]([O:10][CH2:9][C@@H:8]([C:5]2[CH:6]=[CH:7][C:2]([B:46]([OH:47])[OH:45])=[CH:3][C:4]=2[CH3:41])[CH3:40])=[O:12])[CH:15]=[C:16]([F:39])[C:17]=1[O:33][C@@H:34]1[CH2:38][CH2:37][O:36][CH2:35]1)[CH3:31])=[O:30])[C:24]1[CH:29]=[CH:28][CH:27]=[CH:26][CH:25]=1. The catalyst class is: 418. (3) Reactant: [NH2:1][C:2]1[CH:3]=[C:4]([C:12]([O:14][CH3:15])=[O:13])[C:5]2[O:10][CH2:9][CH2:8][O:7][C:6]=2[CH:11]=1.[B:16](F)([F:18])[F:17].CCOCC.[N:25](OC(C)(C)C)=O. Product: [CH3:15][O:14][C:12]([C:4]1[C:5]2[O:10][CH2:9][CH2:8][O:7][C:6]=2[CH:11]=[C:2]([N:1]=[N-:25])[CH:3]=1)=[O:13].[F:17][B+:16][F:18]. The catalyst class is: 57.